This data is from Full USPTO retrosynthesis dataset with 1.9M reactions from patents (1976-2016). The task is: Predict the reactants needed to synthesize the given product. (1) The reactants are: [F:1][C:2]1[CH:10]=[CH:9][CH:8]=[C:7]2[C:3]=1[C:4](=[O:24])[N:5]([CH2:12][CH:13]([C:18]1([CH3:23])OCC[O:19]1)[C:14]([O:16][CH3:17])=[O:15])[C:6]2=[O:11].O.C1(C)C=CC(S(O)(=O)=O)=CC=1. Given the product [F:1][C:2]1[CH:10]=[CH:9][CH:8]=[C:7]2[C:3]=1[C:4](=[O:24])[N:5]([CH2:12][CH:13]([C:18](=[O:19])[CH3:23])[C:14]([O:16][CH3:17])=[O:15])[C:6]2=[O:11], predict the reactants needed to synthesize it. (2) Given the product [F:9][C:8]([F:11])([F:10])[C:7]1[C:2]([NH2:12])=[N:3][CH:4]=[CH:5][CH:6]=1, predict the reactants needed to synthesize it. The reactants are: Cl[C:2]1[C:7]([C:8]([F:11])([F:10])[F:9])=[CH:6][CH:5]=[CH:4][N:3]=1.[NH3:12].